From a dataset of Full USPTO retrosynthesis dataset with 1.9M reactions from patents (1976-2016). Predict the reactants needed to synthesize the given product. (1) Given the product [CH3:38][N:37]([CH2:22][C:23]1[CH:24]=[C:25]([CH:26]=[CH:27][CH:28]=1)[CH2:29][N:15]1[CH2:16][C:17](=[O:18])[N:13]([C:11]2[CH:10]=[N:9][N:8]([CH2:7][C:6]3[C:2]([CH3:1])=[N:3][O:4][C:5]=3[CH3:20])[CH:12]=2)[C:14]1=[O:19])[CH3:41], predict the reactants needed to synthesize it. The reactants are: [CH3:1][C:2]1[C:6]([CH2:7][N:8]2[CH:12]=[C:11]([N:13]3[C:17](=[O:18])[CH2:16][NH:15][C:14]3=[O:19])[CH:10]=[N:9]2)=[C:5]([CH3:20])[O:4][N:3]=1.Br[CH2:22][C:23]1[CH:28]=[CH:27][CH:26]=[C:25]([CH2:29]Br)[CH:24]=1.C(=O)([O-])[O-].[Cs+].[Cs+].[NH:37]1[CH2:41]C(=O)N[C:38]1=O.CNC.[H-].[Na+]. (2) Given the product [CH2:1]([N:8]([C:9]1[C:14]([C:15]([F:18])([F:16])[F:17])=[CH:13][CH:12]=[CH:11][N:10]=1)[S:20]([C:23]1[CH:24]=[CH:25][C:26]([C:27]([OH:29])=[O:28])=[CH:30][CH:31]=1)(=[O:22])=[O:21])[C:2]1[CH:3]=[CH:4][CH:5]=[CH:6][CH:7]=1, predict the reactants needed to synthesize it. The reactants are: [CH2:1]([NH:8][C:9]1[C:14]([C:15]([F:18])([F:17])[F:16])=[CH:13][CH:12]=[CH:11][N:10]=1)[C:2]1[CH:7]=[CH:6][CH:5]=[CH:4][CH:3]=1.Cl[S:20]([C:23]1[CH:31]=[CH:30][C:26]([C:27]([OH:29])=[O:28])=[CH:25][CH:24]=1)(=[O:22])=[O:21]. (3) Given the product [CH2:36]([N:38]([CH2:1][C:3]1[CH:4]=[CH:5][C:6]([C:9]2[NH:35][C:12]3=[N:13][CH:14]=[CH:15][C:16]([C:17]4[C:18]([C:23]5[CH:28]=[CH:27][C:26]([NH:29][C:30](=[O:34])[N:31]([CH3:33])[CH3:32])=[CH:25][CH:24]=5)=[N:19][N:20]([CH3:22])[CH:21]=4)=[C:11]3[CH:10]=2)=[CH:7][CH:8]=1)[CH2:39][CH2:40][OH:41])[CH3:37], predict the reactants needed to synthesize it. The reactants are: [CH:1]([C:3]1[CH:8]=[CH:7][C:6]([C:9]2[NH:35][C:12]3=[N:13][CH:14]=[CH:15][C:16]([C:17]4[C:18]([C:23]5[CH:28]=[CH:27][C:26]([NH:29][C:30](=[O:34])[N:31]([CH3:33])[CH3:32])=[CH:25][CH:24]=5)=[N:19][N:20]([CH3:22])[CH:21]=4)=[C:11]3[CH:10]=2)=[CH:5][CH:4]=1)=O.[CH2:36]([NH:38][CH2:39][CH2:40][OH:41])[CH3:37]. (4) Given the product [CH3:20][C:21]1[N:26]=[C:25]([C:27]2[CH:32]=[CH:31][CH:30]=[CH:29][CH:28]=2)[C:24]([C:33]([N:2]2[C@H:3]([CH2:7][NH:8][C:9]([C:11]3[CH:12]=[CH:13][CH:14]=[C:15]4[O:19][CH:18]=[CH:17][C:16]=34)=[O:10])[CH2:4][C@H:5]3[C@@H:1]2[CH2:6]3)=[O:34])=[CH:23][N:22]=1, predict the reactants needed to synthesize it. The reactants are: [C@H:1]12[CH2:6][C@H:5]1[CH2:4][C@@H:3]([CH2:7][NH:8][C:9]([C:11]1[CH:12]=[CH:13][CH:14]=[C:15]3[O:19][CH:18]=[CH:17][C:16]=13)=[O:10])[NH:2]2.[CH3:20][C:21]1[N:26]=[C:25]([C:27]2[CH:32]=[CH:31][CH:30]=[CH:29][CH:28]=2)[C:24]([C:33](O)=[O:34])=[CH:23][N:22]=1. (5) Given the product [CH2:1]([C:3]1[S:7][C:6]([C:8]2[O:9][CH:11]=[N:10][C:12]=2[CH3:13])=[CH:5][CH:4]=1)[CH3:2], predict the reactants needed to synthesize it. The reactants are: [CH2:1]([C:3]1[S:7][C:6]([CH:8]=[O:9])=[CH:5][CH:4]=1)[CH3:2].[N+:10]([CH:12](S(C1C=CC(C)=CC=1)(=O)=O)[CH3:13])#[C-:11].C([O-])([O-])=O.[K+].[K+].O. (6) Given the product [F:13][C:6]1[C:7]([CH3:12])=[C:8]([F:11])[CH:9]=[CH:10][C:5]=1[C:14]([OH:16])=[O:15], predict the reactants needed to synthesize it. The reactants are: [Mg].II.Br[C:5]1[C:6]([F:13])=[C:7]([CH3:12])[C:8]([F:11])=[CH:9][CH:10]=1.[C:14](=[O:16])=[O:15]. (7) Given the product [Cl:1][C:2]1[N:3]=[N:4][C:5]([C:27]2[CH:32]=[CH:31][CH:30]=[CH:29][C:28]=2[F:33])=[C:6]([C:17]2[CH:18]=[C:19]([O:25][CH3:26])[CH:20]=[C:21]([O:23][CH3:24])[CH:22]=2)[C:7]=1[C:8]1[C:9]([F:16])=[CH:10][C:11]([F:15])=[C:12]([Si:35]([CH3:37])([CH3:36])[CH3:34])[C:13]=1[F:14], predict the reactants needed to synthesize it. The reactants are: [Cl:1][C:2]1[N:3]=[N:4][C:5]([C:27]2[CH:32]=[CH:31][CH:30]=[CH:29][C:28]=2[F:33])=[C:6]([C:17]2[CH:22]=[C:21]([O:23][CH3:24])[CH:20]=[C:19]([O:25][CH3:26])[CH:18]=2)[C:7]=1[C:8]1[C:13]([F:14])=[CH:12][C:11]([F:15])=[CH:10][C:9]=1[F:16].[CH3:34][Si:35]([N-][Si:35]([CH3:37])([CH3:36])[CH3:34])([CH3:37])[CH3:36].[Li+].C(OCC)=O.[Cl-].[NH4+]. (8) Given the product [C:1]([O:5][C:6](=[O:27])[NH:7][C:8]([CH2:9][O:10][CH2:11][CH2:12][CH2:13][NH2:14])([CH2:21][O:22][CH2:23][CH2:24][CH2:25][NH2:26])[CH2:15][O:16][CH2:17][CH2:18][CH2:19][NH2:20])([CH3:2])([CH3:4])[CH3:3], predict the reactants needed to synthesize it. The reactants are: [C:1]([O:5][C:6](=[O:27])[NH:7][C:8]([CH2:21][O:22][CH2:23][CH2:24][C:25]#[N:26])([CH2:15][O:16][CH2:17][CH2:18][C:19]#[N:20])[CH2:9][O:10][CH2:11][CH2:12][C:13]#[N:14])([CH3:4])([CH3:3])[CH3:2].Cl.[OH-].[Na+].